Dataset: Reaction yield outcomes from USPTO patents with 853,638 reactions. Task: Predict the reaction yield, written as a fraction of the theoretical maximum amount of product (1.0 means a 100% yield; for example, 0.34 means a 34% yield). (1) The reactants are [CH3:1][C:2]1([CH3:30])[N:7]2[C:8]3[CH:9]=[C:10]([C:15]([NH:17][C:18]4[N:19]=[C:20]([C:24]([O:26]CC)=[O:25])[N:21]([CH3:23])[CH:22]=4)=[O:16])[CH:11]=[CH:12][C:13]=3[CH:14]=[C:6]2[C:5](=[O:29])[NH:4][CH2:3]1.[OH-].[Na+].Cl. The catalyst is CO. The product is [CH3:1][C:2]1([CH3:30])[N:7]2[C:8]3[CH:9]=[C:10]([C:15]([NH:17][C:18]4[N:19]=[C:20]([C:24]([OH:26])=[O:25])[N:21]([CH3:23])[CH:22]=4)=[O:16])[CH:11]=[CH:12][C:13]=3[CH:14]=[C:6]2[C:5](=[O:29])[NH:4][CH2:3]1. The yield is 0.700. (2) The yield is 0.680. The catalyst is CC#N. The reactants are [C:1]1(/[CH:7]=[CH:8]/[CH2:9][C:10]([O:12][CH3:13])=[O:11])[CH:6]=[CH:5][CH:4]=[CH:3][CH:2]=1.CC(NC1C=CC(S([N:27]=[N+:28]=[N-])(=O)=O)=CC=1)=O.C1CCN2C(=NCCC2)CC1. The product is [N+:27](=[C:9](/[CH:8]=[CH:7]/[C:1]1[CH:6]=[CH:5][CH:4]=[CH:3][CH:2]=1)[C:10]([O:12][CH3:13])=[O:11])=[N-:28]. (3) The reactants are [F:1][C:2]1[CH:26]=[C:25]([O:27][C:28]([F:31])([F:30])[F:29])[CH:24]=[CH:23][C:3]=1[CH2:4][NH:5][C:6]1[CH:11]=[C:10]([O:12][CH2:13][C:14]2[CH:18]=[CH:17][N:16]([CH3:19])[N:15]=2)[CH:9]=[CH:8][C:7]=1[N+:20]([O-])=O.N#N. The catalyst is [Pt].C(OCC)(=O)C. The product is [F:1][C:2]1[CH:26]=[C:25]([O:27][C:28]([F:30])([F:29])[F:31])[CH:24]=[CH:23][C:3]=1[CH2:4][NH:5][C:6]1[C:7]([NH2:20])=[CH:8][CH:9]=[C:10]([O:12][CH2:13][C:14]2[CH:18]=[CH:17][N:16]([CH3:19])[N:15]=2)[CH:11]=1. The yield is 0.995. (4) The reactants are [CH3:1][C:2]1[CH:7]=[C:6]([CH3:8])[NH:5][C:4](=[O:9])[C:3]=1[CH2:10][NH:11][C:12]([C:14]1[CH:15]=[C:16]([C:30]2[CH:35]=[CH:34][C:33]([CH:36]=O)=[C:32]([F:38])[CH:31]=2)[CH:17]=[C:18]([N:21]([CH2:28][CH3:29])[CH:22]2[CH2:27][CH2:26][O:25][CH2:24][CH2:23]2)[C:19]=1[CH3:20])=[O:13].[NH:39]1[CH2:44][CH2:43][O:42][CH2:41][CH2:40]1.C(O)(=O)C.C(O[BH-](OC(=O)C)OC(=O)C)(=O)C.[Na+]. The catalyst is ClC(Cl)C.ClCCl. The product is [CH3:1][C:2]1[CH:7]=[C:6]([CH3:8])[NH:5][C:4](=[O:9])[C:3]=1[CH2:10][NH:11][C:12]([C:14]1[CH:15]=[C:16]([C:30]2[CH:35]=[CH:34][C:33]([CH2:36][N:39]3[CH2:44][CH2:43][O:42][CH2:41][CH2:40]3)=[C:32]([F:38])[CH:31]=2)[CH:17]=[C:18]([N:21]([CH2:28][CH3:29])[CH:22]2[CH2:27][CH2:26][O:25][CH2:24][CH2:23]2)[C:19]=1[CH3:20])=[O:13]. The yield is 0.200. (5) The reactants are [F:1][C:2]1[CH:11]=[C:10]2[C:5]([N:6]=[C:7]([C:46]([F:49])([F:48])[F:47])[C:8]([O:12][C@H:13]3[CH2:45][N:16]4[C:17](=[O:44])[C@@H:18]([NH:35][C:36]([C:38]5[CH:42]=[C:41]([CH3:43])[O:40][N:39]=5)=[O:37])[CH2:19][CH2:20][CH2:21][CH2:22][CH2:23][CH:24]=[CH:25][C@@H:26]5[CH2:31][C@@:27]5([C:32](O)=[O:33])[NH:28][C:29](=[O:30])[C@@H:15]4[CH2:14]3)=[N:9]2)=[CH:4][CH:3]=1.C(C1NC=CN=1)(C1NC=CN=1)=O.[CH:62]1([S:65]([NH2:68])(=[O:67])=[O:66])[CH2:64][CH2:63]1.C1CCN2C(=NCCC2)CC1.CC1CCCO1. The catalyst is CN1C(=O)CCC1.C(OC(C)C)(=O)C. The product is [CH:62]1([S:65]([NH:68][C:32]([C@@:27]23[CH2:31][C@H:26]2[CH:25]=[CH:24][CH2:23][CH2:22][CH2:21][CH2:20][CH2:19][C@H:18]([NH:35][C:36]([C:38]2[CH:42]=[C:41]([CH3:43])[O:40][N:39]=2)=[O:37])[C:17](=[O:44])[N:16]2[CH2:45][C@H:13]([O:12][C:8]4[C:7]([C:46]([F:47])([F:49])[F:48])=[N:6][C:5]5[C:10](=[CH:11][C:2]([F:1])=[CH:3][CH:4]=5)[N:9]=4)[CH2:14][C@H:15]2[C:29](=[O:30])[NH:28]3)=[O:33])(=[O:67])=[O:66])[CH2:64][CH2:63]1. The yield is 0.790. (6) The reactants are [CH3:1][O:2][C:3]1[N:8]=[C:7]([CH:9]([NH2:23])[CH:10]([C:17]2[CH:18]=[N:19][CH:20]=[CH:21][CH:22]=2)[C:11]2[CH:12]=[N:13][CH:14]=[CH:15][CH:16]=2)[CH:6]=[CH:5][CH:4]=1.[O:24]([CH2:28][CH:29]=O)[CH2:25][CH:26]=O.O.[BH3-]C#N.[Na+].Cl. The catalyst is CC#N. The product is [CH3:1][O:2][C:3]1[N:8]=[C:7]([CH:9]([N:23]2[CH2:29][CH2:28][O:24][CH2:25][CH2:26]2)[CH:10]([C:17]2[CH:18]=[N:19][CH:20]=[CH:21][CH:22]=2)[C:11]2[CH:12]=[N:13][CH:14]=[CH:15][CH:16]=2)[CH:6]=[CH:5][CH:4]=1. The yield is 0.160. (7) The reactants are [CH3:1][C:2]1[CH:7]=[CH:6][N:5]=[CH:4][C:3]=1[N:8]1[CH2:12][CH2:11][NH:10][C:9]1=[O:13].Br[C:15]1[CH:20]=[CH:19][C:18]([Cl:21])=[CH:17][C:16]=1[CH3:22].N[C@@H]1CCCC[C@H]1N.P([O-])([O-])([O-])=O.[K+].[K+].[K+]. The catalyst is [Cu](I)I.O1CCOCC1. The product is [Cl:21][C:18]1[CH:19]=[CH:20][C:15]([N:10]2[CH2:11][CH2:12][N:8]([C:3]3[CH:4]=[N:5][CH:6]=[CH:7][C:2]=3[CH3:1])[C:9]2=[O:13])=[C:16]([CH3:22])[CH:17]=1. The yield is 0.784. (8) The reactants are [S:1]1[CH2:5][CH2:4][CH:3]([CH2:6][CH2:7][CH2:8][CH2:9][C:10]([OH:12])=O)[S:2]1.[CH3:13][C:14]1[N:15]=[C:16]([NH2:25])[S:17][C:18]=1[CH2:19][CH2:20][O:21][N+:22]([O-:24])=[O:23]. No catalyst specified. The product is [CH3:13][C:14]1[N:15]=[C:16]([NH:25][C:10](=[O:12])[CH2:9][CH2:8][CH2:7][CH2:6][CH:3]2[CH2:4][CH2:5][S:1][S:2]2)[S:17][C:18]=1[CH2:19][CH2:20][O:21][N+:22]([O-:24])=[O:23]. The yield is 0.510. (9) The reactants are C[O:2][C:3]([C:5]12[CH2:14][CH:9]3[CH2:10][CH:11]([CH2:13][C:7]([NH:15][C:16]([C:18]4[CH:23]=[CH:22][CH:21]=[CH:20][N:19]=4)=[O:17])([CH2:8]3)[CH2:6]1)[CH2:12]2)=[O:4].O1CCCC1.O.[OH-].[Li+]. The catalyst is O. The product is [N:19]1[CH:20]=[CH:21][CH:22]=[CH:23][C:18]=1[C:16]([NH:15][C:7]12[CH2:13][CH:11]3[CH2:10][CH:9]([CH2:14][C:5]([C:3]([OH:4])=[O:2])([CH2:12]3)[CH2:6]1)[CH2:8]2)=[O:17]. The yield is 0.930. (10) The yield is 0.460. The product is [NH:26]1[CH:27]=[N:28][C:24]([C:21]2[CH:22]=[C:23]3[C:18](=[CH:19][CH:20]=2)[NH:17][N:16]=[C:15]3[C:11]2[CH:10]=[C:9]([NH:8][C:6]([CH:1]3[CH2:2][CH2:3][CH2:4][CH2:5]3)=[O:7])[CH:14]=[CH:13][CH:12]=2)=[N:25]1. The catalyst is Cl.O1CCOCC1. The reactants are [CH:1]1([C:6]([NH:8][C:9]2[CH:14]=[CH:13][CH:12]=[C:11]([C:15]3[C:23]4[C:18](=[CH:19][CH:20]=[C:21]([C:24]5[N:28]=[CH:27][N:26](C(C6C=CC=CC=6)(C6C=CC=CC=6)C6C=CC=CC=6)[N:25]=5)[CH:22]=4)[N:17](C4CCCCO4)[N:16]=3)[CH:10]=2)=[O:7])[CH2:5][CH2:4][CH2:3][CH2:2]1.